Dataset: Reaction yield outcomes from USPTO patents with 853,638 reactions. Task: Predict the reaction yield, written as a fraction of the theoretical maximum amount of product (1.0 means a 100% yield; for example, 0.34 means a 34% yield). (1) The reactants are FC(F)(F)C(OC(=O)C(F)(F)F)=O.CCN(C(C)C)C(C)C.[F:23][C:24]1[CH:29]=[CH:28][C:27]([C:30]2[O:31][C:32]3[CH:41]=[C:40]([NH:42][S:43]([CH3:46])(=[O:45])=[O:44])[C:39]([O:47][CH:48]([CH3:50])[CH3:49])=[CH:38][C:33]=3[C:34]=2[C:35]([NH2:37])=O)=[CH:26][CH:25]=1. The catalyst is C(Cl)Cl.C1COCC1.CCOC(C)=O. The product is [C:35]([C:34]1[C:33]2[CH:38]=[C:39]([O:47][CH:48]([CH3:50])[CH3:49])[C:40]([NH:42][S:43]([CH3:46])(=[O:45])=[O:44])=[CH:41][C:32]=2[O:31][C:30]=1[C:27]1[CH:26]=[CH:25][C:24]([F:23])=[CH:29][CH:28]=1)#[N:37]. The yield is 0.500. (2) The reactants are [NH2:1][C:2]1[CH:7]=[CH:6][C:5]([C:8](=[O:10])[CH3:9])=[CH:4][CH:3]=1.[F:11][C:12]([F:24])([F:23])[O:13][C:14]1[CH:22]=[CH:21][C:17]([C:18](Cl)=[O:19])=[CH:16][CH:15]=1.N1C=CC=CC=1. The catalyst is C1COCC1. The product is [C:8]([C:5]1[CH:6]=[CH:7][C:2]([NH:1][C:18](=[O:19])[C:17]2[CH:21]=[CH:22][C:14]([O:13][C:12]([F:11])([F:23])[F:24])=[CH:15][CH:16]=2)=[CH:3][CH:4]=1)(=[O:10])[CH3:9]. The yield is 0.260.